Predict the reactants needed to synthesize the given product. From a dataset of Full USPTO retrosynthesis dataset with 1.9M reactions from patents (1976-2016). Given the product [NH2:26][C:9]1[CH:8]=[CH:7][C:6]([F:5])=[CH:25][C:10]=1[O:11][C@@H:12]1[CH2:17][CH2:16][CH2:15][N:14]([C:18]([O:20][C:21]([CH3:23])([CH3:24])[CH3:22])=[O:19])[CH2:13]1, predict the reactants needed to synthesize it. The reactants are: C([O-])=O.[NH4+].[F:5][C:6]1[CH:7]=[CH:8][C:9]([N+:26]([O-])=O)=[C:10]([CH:25]=1)[O:11][C@@H:12]1[CH2:17][CH2:16][CH2:15][N:14]([C:18]([O:20][C:21]([CH3:24])([CH3:23])[CH3:22])=[O:19])[CH2:13]1.